This data is from Forward reaction prediction with 1.9M reactions from USPTO patents (1976-2016). The task is: Predict the product of the given reaction. Given the reactants [Br:1][C:2]1[CH:7]=[C:6]([N+:8]([O-])=O)[CH:5]=[C:4]([CH:11]([F:13])[F:12])[CH:3]=1.[NH4+].[Cl-], predict the reaction product. The product is: [Br:1][C:2]1[CH:7]=[C:6]([CH:5]=[C:4]([CH:11]([F:12])[F:13])[CH:3]=1)[NH2:8].